Predict the reaction yield, written as a fraction of the theoretical maximum amount of product (1.0 means a 100% yield; for example, 0.34 means a 34% yield). From a dataset of Reaction yield outcomes from USPTO patents with 853,638 reactions. (1) The reactants are [Cl:1][C:2]1[CH:3]=[C:4]([C:10]([CH3:14])=[CH:11][C:12]=1Cl)[C:5]([O:7][CH2:8][CH3:9])=[O:6].[SH-:15].[Na+].Cl.C(=O)([O-])[O-].[K+].[K+].[CH2:24](Cl)[C:25](=[CH2:27])[CH3:26]. The catalyst is CN(C)C=O.C(OCC)(=O)C. The product is [Cl:1][C:2]1[CH:3]=[C:4]([C:5]([O:7][CH2:8][CH3:9])=[O:6])[C:10]([CH3:14])=[CH:11][C:12]=1[CH2:26][C:25]1([CH3:27])[S:15][CH2:24]1. The yield is 0.800. (2) The reactants are COC(SCl)=O.[SH:7][CH2:8][CH2:9][OH:10].[SH:11][C:12]1[CH:17]=[CH:16][CH:15]=[CH:14][N:13]=1. The catalyst is ClCCl. The product is [N:13]1[CH:14]=[CH:15][CH:16]=[CH:17][C:12]=1[S:11][S:7][CH2:8][CH2:9][OH:10]. The yield is 0.780. (3) The reactants are B([C:4]1[NH:5][C:6]2[C:11]([CH:12]=1)=[CH:10][C:9]([C:13]([O:15][CH2:16][CH3:17])=[O:14])=[CH:8][CH:7]=2)(O)O.C(=O)([O-])[O-].[Na+].[Na+].Cl[C:25]1[N:30]=[CH:29][N:28]=[C:27](Cl)[CH:26]=1.O=O.[ClH:34]. The catalyst is C(O)C.C1C=CC([P]([Pd]([P](C2C=CC=CC=2)(C2C=CC=CC=2)C2C=CC=CC=2)([P](C2C=CC=CC=2)(C2C=CC=CC=2)C2C=CC=CC=2)[P](C2C=CC=CC=2)(C2C=CC=CC=2)C2C=CC=CC=2)(C2C=CC=CC=2)C2C=CC=CC=2)=CC=1.O. The product is [Cl:34][C:29]1[N:28]=[C:27]([C:4]2[NH:5][C:6]3[C:11]([CH:12]=2)=[CH:10][C:9]([C:13]([O:15][CH2:16][CH3:17])=[O:14])=[CH:8][CH:7]=3)[CH:26]=[CH:25][N:30]=1. The yield is 0.930. (4) The reactants are [NH2:1][C:2]1([C:16]2[S:17][C:18]([C:21]3[CH:26]=[C:25]([CH3:27])[CH:24]=[C:23]([NH:28][C:29]4[CH:34]=[C:33]([C:35]([F:38])([F:37])[F:36])[CH:32]=[CH:31][N:30]=4)[N:22]=3)=[CH:19][N:20]=2)[CH2:11][CH2:10][CH2:9][C:8]2[CH:7]=[C:6]([C:12]([O:14]C)=[O:13])[CH:5]=[CH:4][C:3]1=2.[OH-].[Na+].FC(F)(F)C([O-])=O. The catalyst is CCO. The product is [NH2:1][C:2]1([C:16]2[S:17][C:18]([C:21]3[CH:26]=[C:25]([CH3:27])[CH:24]=[C:23]([NH:28][C:29]4[CH:34]=[C:33]([C:35]([F:36])([F:38])[F:37])[CH:32]=[CH:31][N:30]=4)[N:22]=3)=[CH:19][N:20]=2)[CH2:11][CH2:10][CH2:9][C:8]2[CH:7]=[C:6]([C:12]([OH:14])=[O:13])[CH:5]=[CH:4][C:3]1=2. The yield is 0.250. (5) The reactants are [C:1]1([C:7]2[CH:12]=[CH:11][C:10]([C:13]3[CH:14]=[C:15]([C:19]4[C:20]5[C:25]([C:26](Br)=[C:27]6[C:32]=4[CH:31]=[CH:30][CH:29]=[CH:28]6)=[CH:24][CH:23]=[CH:22][CH:21]=5)[CH:16]=[CH:17][CH:18]=3)=[CH:9][CH:8]=2)[CH:6]=[CH:5][CH:4]=[CH:3][CH:2]=1.[C:34]1([C:40]([C:52]2[CH:57]=[CH:56][CH:55]=[CH:54][CH:53]=2)=[CH:41][C:42]2[CH:47]=[CH:46][C:45](OB(O)O)=[CH:44][CH:43]=2)[CH:39]=[CH:38][CH:37]=[CH:36][CH:35]=1.C(=O)([O-])[O-].[Na+].[Na+]. The catalyst is C1(C)C=CC=CC=1.[Pd].C1(P(C2C=CC=CC=2)C2C=CC=CC=2)C=CC=CC=1.C1(P(C2C=CC=CC=2)C2C=CC=CC=2)C=CC=CC=1.C1(P(C2C=CC=CC=2)C2C=CC=CC=2)C=CC=CC=1.C1(P(C2C=CC=CC=2)C2C=CC=CC=2)C=CC=CC=1. The product is [C:1]1([C:7]2[CH:12]=[CH:11][C:10]([C:13]3[CH:14]=[C:15]([C:19]4[C:20]5[C:25]([C:26]([C:45]6[CH:46]=[CH:47][C:42]([CH:41]=[C:40]([C:52]7[CH:57]=[CH:56][CH:55]=[CH:54][CH:53]=7)[C:34]7[CH:35]=[CH:36][CH:37]=[CH:38][CH:39]=7)=[CH:43][CH:44]=6)=[C:27]6[C:32]=4[CH:31]=[CH:30][CH:29]=[CH:28]6)=[CH:24][CH:23]=[CH:22][CH:21]=5)[CH:16]=[CH:17][CH:18]=3)=[CH:9][CH:8]=2)[CH:6]=[CH:5][CH:4]=[CH:3][CH:2]=1. The yield is 0.730. (6) The reactants are [CH3:1][O:2][C:3](=[O:16])[CH2:4][NH:5][C:6]([C:8]1[C:9](Cl)=[N:10][CH:11]=[C:12]([F:14])[CH:13]=1)=[O:7].CCN(CC)CC. The catalyst is CO.[OH-].[OH-].[Pd+2]. The product is [CH3:1][O:2][C:3](=[O:16])[CH2:4][NH:5][C:6]([C:8]1[CH:9]=[N:10][CH:11]=[C:12]([F:14])[CH:13]=1)=[O:7]. The yield is 0.950. (7) The reactants are [Cl:1][CH2:2][C:3]1[CH:8]=[CH:7][CH:6]=[CH:5][C:4]=1[S:9][CH2:10][CH3:11].[OH:12]OS([O-])=O.[K+].[OH2:18]. The catalyst is CO. The product is [Cl:1][CH2:2][C:3]1[CH:8]=[CH:7][CH:6]=[CH:5][C:4]=1[S:9]([CH2:10][CH3:11])(=[O:12])=[O:18]. The yield is 0.940. (8) The reactants are BrCCBr.Cl[Si](C)(C)C.I[CH:11]1[CH2:14][N:13]([C:15]([O:17][C:18]([CH3:21])([CH3:20])[CH3:19])=[O:16])[CH2:12]1.[Cl:22][C:23]1[C:28]([Cl:29])=[CH:27][C:26]([C:30](=[O:32])[CH3:31])=[C:25]([O:33][CH3:34])[C:24]=1I. The catalyst is CN(C)C=O.[Zn].C1C=CC(/C=C/C(/C=C/C2C=CC=CC=2)=O)=CC=1.C1C=CC(/C=C/C(/C=C/C2C=CC=CC=2)=O)=CC=1.C1C=CC(/C=C/C(/C=C/C2C=CC=CC=2)=O)=CC=1.[Pd].[Pd].O1C=CC=C1P(C1OC=CC=1)C1OC=CC=1. The product is [C:30]([C:26]1[C:25]([O:33][CH3:34])=[C:24]([CH:11]2[CH2:14][N:13]([C:15]([O:17][C:18]([CH3:21])([CH3:20])[CH3:19])=[O:16])[CH2:12]2)[C:23]([Cl:22])=[C:28]([Cl:29])[CH:27]=1)(=[O:32])[CH3:31]. The yield is 0.770.